From a dataset of Full USPTO retrosynthesis dataset with 1.9M reactions from patents (1976-2016). Predict the reactants needed to synthesize the given product. Given the product [NH:8]1[CH2:14][CH2:13][CH2:12][CH2:11][CH:10]([CH2:15][OH:16])[CH2:9]1, predict the reactants needed to synthesize it. The reactants are: C([N:8]1[CH2:14][CH2:13][CH2:12][CH2:11][CH:10]([CH2:15][OH:16])[CH2:9]1)C1C=CC=CC=1.